Dataset: Forward reaction prediction with 1.9M reactions from USPTO patents (1976-2016). Task: Predict the product of the given reaction. (1) Given the reactants C(OC([N:8]1[CH2:13][CH:12]([CH3:14])[N:11]([CH2:15][C:16]2[CH:21]=[CH:20][CH:19]=[C:18]([C:22]3[CH:27]=[CH:26][N:25]=[C:24](Cl)[N:23]=3)[CH:17]=2)[CH:10]([CH3:29])[CH2:9]1)=O)(C)(C)C.[F:30][C:31]1[CH:32]=[C:33]([CH2:38][CH2:39][NH2:40])[CH:34]=[C:35]([F:37])[CH:36]=1, predict the reaction product. The product is: [F:30][C:31]1[CH:32]=[C:33]([CH2:38][CH2:39][NH:40][C:24]2[N:23]=[C:22]([C:18]3[CH:19]=[CH:20][CH:21]=[C:16]([CH2:15][N:11]4[C@H:10]([CH3:29])[CH2:9][NH:8][CH2:13][C@@H:12]4[CH3:14])[CH:17]=3)[CH:27]=[CH:26][N:25]=2)[CH:34]=[C:35]([F:37])[CH:36]=1. (2) Given the reactants C[O:2][C:3]([C:5]1[CH:10]=[C:9]([Br:11])[C:8](=[O:12])[N:7]([C@@H:13]([C:15]2[CH:20]=[CH:19][CH:18]=[CH:17][CH:16]=2)[CH3:14])[C:6]=1[CH2:21][N:22]([CH2:33][C:34]([O:36][CH3:37])=[O:35])S(C1C=CC(C)=CC=1)(=O)=O)=O.C[O-].[Na+].Cl, predict the reaction product. The product is: [CH3:37][O:36][C:34]([C:33]1[C:3]([OH:2])=[C:5]2[C:6](=[CH:21][N:22]=1)[N:7]([C@@H:13]([C:15]1[CH:16]=[CH:17][CH:18]=[CH:19][CH:20]=1)[CH3:14])[C:8](=[O:12])[C:9]([Br:11])=[CH:10]2)=[O:35]. (3) Given the reactants [H-].[Na+].[C:3]([C:5]1[C:10]([C:11]2[NH:15][CH:14]=[C:13]([CH2:16][N:17]([CH3:25])[C:18](=[O:24])[O:19][C:20]([CH3:23])([CH3:22])[CH3:21])[C:12]=2[F:26])=[CH:9][CH:8]=[CH:7][N:6]=1)#[N:4].C1OCCOCCOCCOCCOC1.[F:42][C:43]1[CH:44]=[C:45]([S:49](Cl)(=[O:51])=[O:50])[CH:46]=[CH:47][CH:48]=1, predict the reaction product. The product is: [C:3]([C:5]1[C:10]([C:11]2[N:15]([S:49]([C:45]3[CH:46]=[CH:47][CH:48]=[C:43]([F:42])[CH:44]=3)(=[O:51])=[O:50])[CH:14]=[C:13]([CH2:16][N:17]([CH3:25])[C:18](=[O:24])[O:19][C:20]([CH3:22])([CH3:23])[CH3:21])[C:12]=2[F:26])=[CH:9][CH:8]=[CH:7][N:6]=1)#[N:4]. (4) The product is: [CH3:17][CH:16]([S:13]([NH:12][C@H:7]1[CH2:6][C:5]2[C:9](=[CH:10][CH:11]=[C:3]([CH2:2][N:33]3[CH:34]=[C:35]([C:36]([O:38][CH2:39][CH3:40])=[O:37])[C:31]([C:30]([F:29])([F:41])[F:42])=[N:32]3)[CH:4]=2)[CH2:8]1)(=[O:15])=[O:14])[CH3:18]. Given the reactants O[CH2:2][C:3]1[CH:4]=[C:5]2[C:9](=[CH:10][CH:11]=1)[CH2:8][C@@H:7]([NH:12][S:13]([CH:16]([CH3:18])[CH3:17])(=[O:15])=[O:14])[CH2:6]2.S(Cl)(Cl)=O.C(=O)([O-])[O-].[K+].[K+].[F:29][C:30]([F:42])([F:41])[C:31]1[C:35]([C:36]([O:38][CH2:39][CH3:40])=[O:37])=[CH:34][NH:33][N:32]=1, predict the reaction product. (5) Given the reactants [CH3:1][O:2][C:3]1[CH:4]=[C:5]2[CH2:14][CH:13]([CH2:15][CH:16]3[CH2:21][CH2:20][N:19]([CH2:22][C:23]4[CH:24]=[CH:25][CH:26]=[CH:27][CH:28]=4)[CH2:18][CH2:17]3)[C:11](=[O:12])[C:6]2=[CH:7][C:8]=1[O:9][CH3:10].[C:29]1([S:35]([OH:38])(=[O:37])=[O:36])[CH:34]=[CH:33][CH:32]=[CH:31][CH:30]=1.C, predict the reaction product. The product is: [CH3:1][O:2][C:3]1[CH:4]=[C:5]2[CH2:14][CH:13]([CH2:15][CH:16]3[CH2:17][CH2:18][N:19]([CH2:22][C:23]4[CH:28]=[CH:27][CH:26]=[CH:25][CH:24]=4)[CH2:20][CH2:21]3)[C:11](=[O:12])[C:6]2=[CH:7][C:8]=1[O:9][CH3:10].[C:29]1([S:35]([O-:38])(=[O:37])=[O:36])[CH:34]=[CH:33][CH:32]=[CH:31][CH:30]=1. (6) Given the reactants C(OC1C=C(C=CC=1OC(C)C)/C=[N:8]/[C:9]1[CH:16]=[CH:15][C:12]([C:13]#[N:14])=[CH:11][CH:10]=1)C.[CH2:24]([O:26][C:27]1[CH:28]=[C:29]([O:36][CH:37]([CH3:39])[CH3:38])[C:30]([F:35])=[C:31]([CH:34]=1)[CH:32]=O)[CH3:25].NC1C=CC(C#N)=CC=1, predict the reaction product. The product is: [CH2:24]([O:26][C:27]1[CH:28]=[C:29]([O:36][CH:37]([CH3:39])[CH3:38])[C:30]([F:35])=[C:31]([CH:34]=1)/[CH:32]=[N:8]/[C:9]1[CH:16]=[CH:15][C:12]([C:13]#[N:14])=[CH:11][CH:10]=1)[CH3:25]. (7) Given the reactants [NH2:1][C@H:2]([C:10]([OH:12])=[O:11])[CH2:3][C:4]1[CH:9]=[CH:8][CH:7]=[CH:6][CH:5]=1.F[C:14]1[CH:19]=[CH:18][C:17]([N+:20]([O-:22])=[O:21])=[CH:16][C:15]=1[N+:23]([O-:25])=[O:24].C(N(CC)CC)C, predict the reaction product. The product is: [N+:20]([C:17]1[CH:16]=[C:15]([N+:23]([O-:25])=[O:24])[CH:14]=[CH:19][C:18]=1[NH:1][C@@H:2]([CH2:3][C:4]1[CH:9]=[CH:8][CH:7]=[CH:6][CH:5]=1)[C:10]([OH:12])=[O:11])([O-:22])=[O:21].